This data is from Full USPTO retrosynthesis dataset with 1.9M reactions from patents (1976-2016). The task is: Predict the reactants needed to synthesize the given product. Given the product [CH3:1][O:2][C:3]([C@@:5]1([CH2:25][CH:26]=[CH2:27])[CH2:9][C@@H:8]([OH:10])[CH2:7][N:6]1[C:18]([O:20][C:21]([CH3:22])([CH3:23])[CH3:24])=[O:19])=[O:4], predict the reactants needed to synthesize it. The reactants are: [CH3:1][O:2][C:3]([C:5]1([CH2:25][CH:26]=[CH2:27])[CH2:9][CH:8]([O:10][Si](C(C)(C)C)(C)C)[CH2:7][N:6]1[C:18]([O:20][C:21]([CH3:24])([CH3:23])[CH3:22])=[O:19])=[O:4].CCCC[N+](CCCC)(CCCC)CCCC.[F-].CCOC(C)=O.